This data is from Full USPTO retrosynthesis dataset with 1.9M reactions from patents (1976-2016). The task is: Predict the reactants needed to synthesize the given product. (1) Given the product [Br:45][C:41]1[CH:40]=[C:39]([NH:38][C:29]2[C:28]3[C:33](=[CH:34][N:35]=[C:26]([NH:25][C:5](=[O:6])[CH:4]=[CH:3][CH2:2][N:48]([CH3:49])[CH3:47])[CH:27]=3)[N:32]=[CH:31][C:30]=2[C:36]#[N:37])[CH:44]=[CH:43][CH:42]=1, predict the reactants needed to synthesize it. The reactants are: Br[CH2:2][CH:3]=[CH:4][C:5](Cl)=[O:6].BrCC=CC(O[Si](C)(C)C)=O.C(Cl)(=O)C(Cl)=O.[NH2:25][C:26]1[CH:27]=[C:28]2[C:33](=[CH:34][N:35]=1)[N:32]=[CH:31][C:30]([C:36]#[N:37])=[C:29]2[NH:38][C:39]1[CH:44]=[CH:43][CH:42]=[C:41]([Br:45])[CH:40]=1.C[CH2:47][N:48](C(C)C)[CH:49](C)C.BrC1C=C(NC2C3C(=CN=C(NC(=O)C=CCBr)C=3)N=CC=2C#N)C=CC=1.BrC1C=C(NC2C3C(=CN=C(NC(=O)C=CCCl)C=3)N=CC=2C#N)C=CC=1.[Na+].[Br-].CNC. (2) Given the product [Br:1][C:2]1[CH:7]=[C:6]2[C:5](=[CH:4][CH:3]=1)[O:11][C:14]1([CH2:15][CH2:16][CH2:17][O:12][CH2:13]1)[CH2:9][C:8]2=[O:10], predict the reactants needed to synthesize it. The reactants are: [Br:1][C:2]1[CH:3]=[CH:4][C:5]([OH:11])=[C:6]([C:8](=[O:10])[CH3:9])[CH:7]=1.[O:12]1[CH2:17][CH2:16][CH2:15][C:14](=O)[CH2:13]1.N1CCCC1.O. (3) Given the product [Cl:1][C:2]1[CH:3]=[CH:4][C:5]([C:8]([C:10]2[CH:11]=[N:12][CH:13]=[CH:14][C:15]=2[Cl:16])=[O:9])=[CH:6][CH:7]=1, predict the reactants needed to synthesize it. The reactants are: [Cl:1][C:2]1[CH:7]=[CH:6][C:5]([CH:8]([C:10]2[CH:11]=[N:12][CH:13]=[CH:14][C:15]=2[Cl:16])[OH:9])=[CH:4][CH:3]=1.C([O-])(O)=O.[Na+]. (4) Given the product [NH2:3][C:8]1[S:12][CH:11]=[N:10][C:9]=1[C:13]1[N:14]([CH2:28][CH2:29][C:30]2[CH:35]=[CH:34][CH:33]=[CH:32][CH:31]=2)[C:15](=[O:27])[C:16]2[C:22]([C:23]([F:26])([F:25])[F:24])=[N:21][CH:20]=[CH:19][C:17]=2[N:18]=1, predict the reactants needed to synthesize it. The reactants are: CC1[N:3]([C:8]2[S:12][CH:11]=[N:10][C:9]=2[C:13]2[N:14]([CH2:28][CH2:29][C:30]3[CH:35]=[CH:34][CH:33]=[CH:32][CH:31]=3)[C:15](=[O:27])[C:16]3[C:22]([C:23]([F:26])([F:25])[F:24])=[N:21][CH:20]=[CH:19][C:17]=3[N:18]=2)C(C)=CC=1.Cl.NO.